From a dataset of Reaction yield outcomes from USPTO patents with 853,638 reactions. Predict the reaction yield, written as a fraction of the theoretical maximum amount of product (1.0 means a 100% yield; for example, 0.34 means a 34% yield). (1) The reactants are [CH2:1]([O:3][CH2:4][O:5][C:6]1[C:13]([CH:14]([CH3:16])[CH3:15])=[CH:12][CH:11]=[CH:10][C:7]=1[CH2:8]O)[CH3:2].C1C=CC(P(C2C=CC=CC=2)C2C=CC=CC=2)=CC=1.C1C(=O)N([Br:43])C(=O)C1. The catalyst is ClCCl. The product is [CH2:1]([O:3][CH2:4][O:5][C:6]1[C:13]([CH:14]([CH3:16])[CH3:15])=[CH:12][CH:11]=[CH:10][C:7]=1[CH2:8][Br:43])[CH3:2]. The yield is 0.860. (2) The reactants are CC1(C)OCC(C2C=CC3C(=CC=C(OC4C=CC(OC5C=CC=CC=5)=CC=4)C=3)C=2)(N)CO1.[CH2:34]([O:41][C:42]1[CH:69]=[CH:68][C:45]([O:46][C:47]2[CH:48]=[C:49]3[C:54](=[CH:55][CH:56]=2)[CH:53]=[C:52]([C:57]2([N+:65]([O-])=O)[CH2:62][O:61][C:60]([CH3:64])([CH3:63])[O:59][CH2:58]2)[CH:51]=[CH:50]3)=[CH:44][CH:43]=1)[C:35]1[CH:40]=[CH:39][CH:38]=[CH:37][CH:36]=1. No catalyst specified. The product is [CH2:34]([O:41][C:42]1[CH:69]=[CH:68][C:45]([O:46][C:47]2[CH:48]=[C:49]3[C:54](=[CH:55][CH:56]=2)[CH:53]=[C:52]([C:57]2([NH2:65])[CH2:58][O:59][C:60]([CH3:64])([CH3:63])[O:61][CH2:62]2)[CH:51]=[CH:50]3)=[CH:44][CH:43]=1)[C:35]1[CH:36]=[CH:37][CH:38]=[CH:39][CH:40]=1. The yield is 0.810.